Dataset: Full USPTO retrosynthesis dataset with 1.9M reactions from patents (1976-2016). Task: Predict the reactants needed to synthesize the given product. (1) Given the product [CH2:1]([N:6]1[C:16]2[C:11](=[CH:12][CH:13]=[CH:14][CH:15]=2)[CH2:9][C:7]1=[O:8])[CH2:2][CH:3]([CH3:5])[CH3:4], predict the reactants needed to synthesize it. The reactants are: [CH2:1]([N:6]1[C:16]2[C:11](=[CH:12][CH:13]=[CH:14][CH:15]=2)[C:9](=O)[C:7]1=[O:8])[CH2:2][CH:3]([CH3:5])[CH3:4].Cl. (2) Given the product [Br:1][C:2]1[CH:3]=[CH:4][C:5]2[O:16][C:9]3([CH2:14][CH2:13][C:12](=[O:15])[CH2:11][CH2:10]3)[C:7](=[O:8])[C:6]=2[CH:17]=1, predict the reactants needed to synthesize it. The reactants are: [Br:1][C:2]1[CH:3]=[CH:4][C:5](F)=[C:6]([CH:17]=1)[C:7]([C:9]1([OH:16])[CH2:14][CH2:13][C:12](=[O:15])[CH2:11][CH2:10]1)=[O:8].CC([O-])(C)C.[K+]. (3) Given the product [F:1][C:2]1[CH:7]=[CH:6][C:5]([F:8])=[CH:4][C:3]=1[CH:9]1[CH2:13][CH2:12][CH2:11][N:10]1[C:14]1[CH:19]=[CH:18][N:17]2[N:20]=[CH:21][C:22](/[CH:23]=[CH:24]/[C:25]([NH:32][CH2:31][CH2:30][O:29][CH3:28])=[O:27])=[C:16]2[N:15]=1, predict the reactants needed to synthesize it. The reactants are: [F:1][C:2]1[CH:7]=[CH:6][C:5]([F:8])=[CH:4][C:3]=1[CH:9]1[CH2:13][CH2:12][CH2:11][N:10]1[C:14]1[CH:19]=[CH:18][N:17]2[N:20]=[CH:21][C:22](/[CH:23]=[CH:24]/[C:25]([OH:27])=O)=[C:16]2[N:15]=1.[CH3:28][O:29][CH2:30][CH2:31][NH2:32].CCN(C(C)C)C(C)C.CN(C(ON1N=NC2C=CC=NC1=2)=[N+](C)C)C.F[P-](F)(F)(F)(F)F.